The task is: Predict which catalyst facilitates the given reaction.. This data is from Catalyst prediction with 721,799 reactions and 888 catalyst types from USPTO. (1) Reactant: [CH3:1][N:2]([CH:12]1[CH2:17][CH2:16][NH:15][CH2:14][CH2:13]1)[C:3]1[S:4][C:5]([C:8]([F:11])([F:10])[F:9])=[N:6][N:7]=1.[F:18][C:19]1[CH:20]=[C:21]([CH:24]=[CH:25][CH:26]=1)[CH2:22]Br.C(N(C(C)C)CC)(C)C. Product: [F:18][C:19]1[CH:20]=[C:21]([CH:24]=[CH:25][CH:26]=1)[CH2:22][N:15]1[CH2:16][CH2:17][CH:12]([N:2]([CH3:1])[C:3]2[S:4][C:5]([C:8]([F:11])([F:9])[F:10])=[N:6][N:7]=2)[CH2:13][CH2:14]1. The catalyst class is: 245. (2) Reactant: [C:1]1(=[O:13])[C:5]2[CH:6]=[C:7]3[N:12]([C:4]=2[CH2:3][NH:2]1)[CH2:11][CH2:10][CH2:9][CH2:8]3.Br[C:15]1[N:22]=[CH:21][CH:20]=[C:19]([Cl:23])[C:16]=1[CH:17]=[O:18].CC1(C)C2C(=C(P(C3C=CC=CC=3)C3C=CC=CC=3)C=CC=2)OC2C(P(C3C=CC=CC=3)C3C=CC=CC=3)=CC=CC1=2.C([O-])([O-])=O.[Cs+].[Cs+]. Product: [Cl:23][C:19]1[C:16]([CH:17]=[O:18])=[C:15]([N:2]2[CH2:3][C:4]3[N:12]4[C:7]([CH2:8][CH2:9][CH2:10][CH2:11]4)=[CH:6][C:5]=3[C:1]2=[O:13])[N:22]=[CH:21][CH:20]=1. The catalyst class is: 102. (3) Reactant: Cl.Cl[CH2:3][C:4]1[N:13]=[C:12]([N:14]([C:16]2[CH:21]=[CH:20][C:19]([O:22][CH3:23])=[CH:18][CH:17]=2)[CH3:15])[C:11]2[C:6](=[CH:7][CH:8]=[CH:9][CH:10]=2)[N:5]=1.Cl[C:25]1[C:34]2C(=CC=CC=2)N=C(CCl)[N:26]=1.C[O:38]C1C=CC(NC)=CC=1.Cl. Product: [CH3:23][O:22][C:19]1[CH:20]=[CH:21][C:16]([N:14]([CH3:15])[C:12]2[C:11]3[C:6](=[CH:7][CH:8]=[CH:9][CH:10]=3)[N:5]=[C:4]([CH2:3][NH:26][C:25](=[O:38])[CH3:34])[N:13]=2)=[CH:17][CH:18]=1. The catalyst class is: 41. (4) Reactant: C([O:5][C:6](=[O:39])[C:7]1[CH:12]=[CH:11][CH:10]=[C:9]([CH2:13][CH:14]([NH:28][C:29](=[O:36])[CH2:30][NH:31][C:32]([O:34][CH3:35])=[O:33])[B:15]2[O:23]C3C(C)(C4CC(C3)C4(C)C)[O:16]2)[C:8]=1OC)(C)(C)C.B(Br)(Br)Br. Product: [OH:23][B:15]1[C@@H:14]([NH:28][C:29](=[O:36])[CH2:30][NH:31][C:32]([O:34][CH3:35])=[O:33])[CH2:13][C:9]2[CH:10]=[CH:11][CH:12]=[C:7]([C:6]([OH:5])=[O:39])[C:8]=2[O:16]1. The catalyst class is: 4.